The task is: Predict the reactants needed to synthesize the given product.. This data is from Full USPTO retrosynthesis dataset with 1.9M reactions from patents (1976-2016). (1) Given the product [NH2:8][C:7]1[N:6]=[N:5][C:4]([C:9]2[CH:14]=[CH:13][CH:12]=[C:11]([N+:15]([O-:17])=[O:16])[C:10]=2[CH3:18])=[N:3][C:2]=1[NH:19][C:20]1[CH:21]=[CH:22][C:23]([C:26]([N:28]2[CH2:29][CH2:30][O:31][CH2:32][CH2:33]2)=[O:27])=[CH:24][CH:25]=1, predict the reactants needed to synthesize it. The reactants are: Cl[C:2]1[N:3]=[C:4]([C:9]2[CH:14]=[CH:13][CH:12]=[C:11]([N+:15]([O-:17])=[O:16])[C:10]=2[CH3:18])[N:5]=[N:6][C:7]=1[NH2:8].[NH2:19][C:20]1[CH:25]=[CH:24][C:23]([C:26]([N:28]2[CH2:33][CH2:32][O:31][CH2:30][CH2:29]2)=[O:27])=[CH:22][CH:21]=1.C(N(CC)C(C)C)(C)C. (2) Given the product [OH:54][C:49]1[CH:50]=[CH:51][CH:52]=[CH:53][C:48]=1[N:42]1[CH2:47][CH2:46][N:45]([C:17]([C:3]2[C:4]([C:7]3[CH:12]=[CH:11][CH:10]=[C:9]([C:13]([F:14])([F:15])[F:16])[CH:8]=3)=[N:5][O:6][C:2]=2[CH3:1])=[O:19])[CH2:44][CH2:43]1, predict the reactants needed to synthesize it. The reactants are: [CH3:1][C:2]1[O:6][N:5]=[C:4]([C:7]2[CH:12]=[CH:11][CH:10]=[C:9]([C:13]([F:16])([F:15])[F:14])[CH:8]=2)[C:3]=1[C:17]([OH:19])=O.Cl.C(N=C=NCCCN(C)C)C.OC1C2N=NNC=2C=CC=1.[N:42]1([C:48]2[CH:53]=[CH:52][CH:51]=[CH:50][C:49]=2[OH:54])[CH2:47][CH2:46][NH:45][CH2:44][CH2:43]1. (3) The reactants are: [CH3:1][O:2][C:3]([NH:5][C@H:6]([C:10]([OH:12])=[O:11])[CH:7]([CH3:9])[CH3:8])=[O:4].N[C@@H:14](C1CCCC1)[C:15](O)=O. Given the product [CH:7]1([C@H:6]([NH:5][C:3]([O:2][CH3:1])=[O:4])[C:10]([OH:12])=[O:11])[CH2:9][CH2:15][CH2:14][CH2:8]1, predict the reactants needed to synthesize it. (4) Given the product [F:8][C:6]1[CH:5]=[C:4]([C@@H:9]2[O:16][C:13](=[O:15])[NH:12][C@H:10]2[CH3:11])[CH:3]=[C:2]([F:1])[CH:7]=1, predict the reactants needed to synthesize it. The reactants are: [F:1][C:2]1[CH:3]=[C:4]([C@H:9]([OH:16])[C@@H:10]([NH:12][C:13](=[O:15])[O-])[CH3:11])[CH:5]=[C:6]([F:8])[CH:7]=1.CO.[OH-].[K+]. (5) Given the product [CH2:1]([O:3][C:4]([C:6]1[C:10]2[N:11]=[CH:12][N:13]=[C:14]([C:20]3[C:21]4[O:25][CH2:24][O:23][C:22]=4[CH:26]=[CH:27][C:19]=3[O:18][CH2:16][CH3:17])[C:9]=2[NH:8][CH:7]=1)=[O:5])[CH3:2], predict the reactants needed to synthesize it. The reactants are: [CH2:1]([O:3][C:4]([C:6]1[C:10]2[N:11]=[CH:12][N:13]=[C:14](Cl)[C:9]=2[NH:8][CH:7]=1)=[O:5])[CH3:2].[CH2:16]([O:18][C:19]1[CH:27]=[CH:26][C:22]2[O:23][CH2:24][O:25][C:21]=2[C:20]=1B1OC(C)(C)C(C)(C)O1)[CH3:17]. (6) Given the product [NH2:1][C:2]1[N:7]=[CH:6][C:5]([C:8]2[CH:9]=[C:10]([CH2:14][OH:15])[CH:11]=[CH:12][CH:13]=2)=[N:4][C:3]=1[C:16]1[NH:25][N:24]=[C:22]([C:21]2[CH:26]=[CH:27][N:28]=[C:19]([NH2:18])[CH:20]=2)[N:17]=1, predict the reactants needed to synthesize it. The reactants are: [NH2:1][C:2]1[C:3]([C:16]#[N:17])=[N:4][C:5]([C:8]2[CH:13]=[CH:12][CH:11]=[C:10]([CH2:14][OH:15])[CH:9]=2)=[CH:6][N:7]=1.[NH2:18][C:19]1[CH:20]=[C:21]([CH:26]=[CH:27][N:28]=1)[C:22]([NH:24][NH2:25])=O. (7) Given the product [NH2:1][C:4]1[CH:5]=[C:6]([CH:7]=[C:8]([NH2:10])[CH:9]=1)[CH2:13][CH2:14][C:15]1[CH:16]=[CH:17][C:18]([OH:21])=[CH:19][CH:20]=1, predict the reactants needed to synthesize it. The reactants are: [N+:1]([C:4]1[CH:5]=[C:6](/[CH:13]=[CH:14]/[C:15]2[CH:20]=[CH:19][C:18]([O:21]C(=O)C)=[CH:17][CH:16]=2)[CH:7]=[C:8]([N+:10]([O-])=O)[CH:9]=1)([O-])=O. (8) The reactants are: [CH3:1][C@H:2]1[CH2:6][CH2:5][CH2:4][N:3]1[C:7]1[C:8](=[O:21])[NH:9][CH:10]2[CH:15]([N:16]=1)[CH:14]=[C:13]([C:17]([O:19][CH3:20])=[O:18])[CH:12]=[CH:11]2.N1C=CC=CC=1.[O:28](S(C(F)(F)F)(=O)=O)[S:29]([C:32]([F:35])([F:34])[F:33])(=O)=[O:30]. Given the product [CH3:1][C@H:2]1[CH2:6][CH2:5][CH2:4][N:3]1[C:7]1[C:8]([O:21][S:29]([C:32]([F:35])([F:34])[F:33])(=[O:30])=[O:28])=[N:9][C:10]2[C:15]([N:16]=1)=[CH:14][C:13]([C:17]([O:19][CH3:20])=[O:18])=[CH:12][CH:11]=2, predict the reactants needed to synthesize it. (9) Given the product [C:1]([C:5]1[N:10]=[CH:9][N:8]=[C:7]([N:11]2[CH:15]([OH:16])[CH:14]([O:17][CH2:28][CH3:29])[N:13]([CH3:18])[C:12]2=[O:19])[CH:6]=1)([CH3:4])([CH3:2])[CH3:3], predict the reactants needed to synthesize it. The reactants are: [C:1]([C:5]1[N:10]=[CH:9][N:8]=[C:7]([N:11]2[CH:15]([OH:16])[CH:14]([OH:17])[N:13]([CH3:18])[C:12]2=[O:19])[CH:6]=1)([CH3:4])([CH3:3])[CH3:2].S(=O)(=O)(O)O.C(Cl)Cl.[CH2:28](O)[CH3:29].